From a dataset of Reaction yield outcomes from USPTO patents with 853,638 reactions. Predict the reaction yield, written as a fraction of the theoretical maximum amount of product (1.0 means a 100% yield; for example, 0.34 means a 34% yield). The reactants are [CH2:1]([C@@H:3]1[CH2:24][O:23][C:6]2=[C:7]3[C:12](=[CH:13][CH:14]=[C:5]2[NH:4]1)[N:11]=[C:10]([O:15][CH:16]([CH3:18])[CH3:17])[CH:9]=[C:8]3[C:19]([F:22])([F:21])[F:20])[CH3:2].[BH4-].[Na+]. The catalyst is FC(F)C(O)=O. The product is [F:20][CH:19]([F:21])[CH2:8][N:4]1[C:5]2[C:6](=[C:7]3[C:12](=[CH:13][CH:14]=2)[N:11]=[C:10]([O:15][CH:16]([CH3:18])[CH3:17])[CH:9]=[C:8]3[C:19]([F:21])([F:22])[F:20])[O:23][CH2:24][C@H:3]1[CH2:1][CH3:2]. The yield is 0.530.